This data is from Kir2.1 potassium channel HTS with 301,493 compounds. The task is: Binary Classification. Given a drug SMILES string, predict its activity (active/inactive) in a high-throughput screening assay against a specified biological target. (1) The drug is s1c(nnc1NC(=O)c1c(F)cccc1)Cc1cc(OC)c(OC)cc1. The result is 0 (inactive). (2) The molecule is Clc1c(C(=O)NCCNc2nc3c(cc2C)cc(c(c3)C)C)cccc1. The result is 0 (inactive). (3) The drug is S(=O)(=O)(N(C)C)c1ccc(NC(=S)NC(=O)c2sccc2)cc1. The result is 0 (inactive). (4) The compound is FC(F)(F)c1cc(NC(=O)/C=C\C(OC)=O)ccc1. The result is 0 (inactive). (5) The molecule is s1c(C(=O)N(C(C(=O)NCC2OCCC2)c2ccccc2)c2cc(OC)ccc2)c(nc1C)C. The result is 0 (inactive). (6) The molecule is O(CCNC(=O)c1c(NC(=O)c2c(c([N+]([O-])=O)ccc2)C)cccc1)C. The result is 0 (inactive). (7) The drug is o1c(C(=O)NCCc2n(CCCC)c3c(n2)cccc3)ccc1. The result is 0 (inactive).